Dataset: NCI-60 drug combinations with 297,098 pairs across 59 cell lines. Task: Regression. Given two drug SMILES strings and cell line genomic features, predict the synergy score measuring deviation from expected non-interaction effect. Cell line: IGROV1. Drug 2: CCCCC(=O)OCC(=O)C1(CC(C2=C(C1)C(=C3C(=C2O)C(=O)C4=C(C3=O)C=CC=C4OC)O)OC5CC(C(C(O5)C)O)NC(=O)C(F)(F)F)O. Drug 1: C1=C(C(=O)NC(=O)N1)F. Synergy scores: CSS=43.3, Synergy_ZIP=7.01, Synergy_Bliss=13.5, Synergy_Loewe=13.9, Synergy_HSA=14.2.